This data is from Reaction yield outcomes from USPTO patents with 853,638 reactions. The task is: Predict the reaction yield, written as a fraction of the theoretical maximum amount of product (1.0 means a 100% yield; for example, 0.34 means a 34% yield). (1) The reactants are C(NC1C=CC(C2C=C3C(CN([C@@H](C(C)C)C(OC)=O)C3=O)=CC=2)=CC=1)(=O)C1C=CC=CC=1.[NH2:34][C:35]1[CH:40]=[CH:39][C:38]([C:41]2[CH:49]=[C:48]3[C:44]([CH2:45][N:46]([C:51]([CH3:57])([CH3:56])[C:52]([O:54][CH3:55])=[O:53])[C:47]3=[O:50])=[CH:43][CH:42]=2)=[CH:37][CH:36]=1.[F:58][C:59]([F:71])([F:70])[O:60][C:61]1[CH:69]=[CH:68][C:64]([C:65](Cl)=[O:66])=[CH:63][CH:62]=1. No catalyst specified. The product is [CH3:56][C:51]([N:46]1[CH2:45][C:44]2[C:48](=[CH:49][C:41]([C:38]3[CH:37]=[CH:36][C:35]([NH:34][C:65](=[O:66])[C:64]4[CH:68]=[CH:69][C:61]([O:60][C:59]([F:58])([F:70])[F:71])=[CH:62][CH:63]=4)=[CH:40][CH:39]=3)=[CH:42][CH:43]=2)[C:47]1=[O:50])([CH3:57])[C:52]([O:54][CH3:55])=[O:53]. The yield is 0.960. (2) The reactants are [Cl:1][C:2]1[CH:7]=[CH:6][C:5]([CH2:8]Cl)=[CH:4][N:3]=1.[CH3:10][NH:11][CH:12]1[CH2:16][CH2:15][CH2:14][CH2:13]1.C(=O)([O-])[O-].[K+].[K+]. The catalyst is C(#N)C. The product is [Cl:1][C:2]1[N:3]=[CH:4][C:5]([CH2:8][N:11]([CH:12]2[CH2:16][CH2:15][CH2:14][CH2:13]2)[CH3:10])=[CH:6][CH:7]=1. The yield is 0.770. (3) The reactants are [Cl:1][C:2]1[CH:7]=[CH:6][C:5]([Cl:8])=[CH:4][C:3]=1[C:9]1([CH2:14][OH:15])[CH2:13][CH2:12][CH2:11][CH2:10]1.C(N(CC)CC)C.[S:23](Cl)([CH3:26])(=[O:25])=[O:24].C(OCC)(=O)C. The catalyst is ClCCl.CCCCCC.O. The product is [Cl:1][C:2]1[CH:7]=[CH:6][C:5]([Cl:8])=[CH:4][C:3]=1[C:9]1([CH2:14][O:15][S:23]([CH3:26])(=[O:25])=[O:24])[CH2:13][CH2:12][CH2:11][CH2:10]1. The yield is 0.781. (4) The reactants are C(O[C:4](=[O:30])[C@H:5]([O:7][C:8]1[N:29]=[CH:28][C:11]2[C:12]3[N:16]([CH2:17][CH2:18][O:19][C:10]=2[CH:9]=1)[CH:15]=[C:14]([C:20]1[N:21]([CH:25]([CH3:27])[CH3:26])[N:22]=[CH:23][N:24]=1)[N:13]=3)[CH3:6])C.O.[OH-].[Li+].C[N:35](C(ON1N=NC2C=CC=NC1=2)=[N+](C)C)C.F[P-](F)(F)(F)(F)F.[Cl-].[NH4+].C(N(CC)CC)C. The catalyst is CO.O.C(OCC)(=O)C. The yield is 0.430. The product is [CH:25]([N:21]1[C:20]([C:14]2[N:13]=[C:12]3[C:11]4[CH:28]=[N:29][C:8]([O:7][C@H:5]([CH3:6])[C:4]([NH2:35])=[O:30])=[CH:9][C:10]=4[O:19][CH2:18][CH2:17][N:16]3[CH:15]=2)=[N:24][CH:23]=[N:22]1)([CH3:27])[CH3:26]. (5) The reactants are F[C:2]1[CH:9]=[C:8]([N:10]2[C:18]3[CH2:17][C:16]([CH3:20])([CH3:19])[CH2:15][C:14](=[O:21])[C:13]=3[C:12]([CH3:22])=[N:11]2)[CH:7]=[CH:6][C:3]=1[C:4]#[N:5].Cl.[NH2:24][C@H:25]1[CH2:29][CH2:28][O:27][CH2:26]1.CCN(C(C)C)C(C)C. The catalyst is CS(C)=O.CCOC(C)=O. The product is [O:27]1[CH2:28][CH2:29][C@H:25]([NH:24][C:2]2[CH:9]=[C:8]([N:10]3[C:18]4[CH2:17][C:16]([CH3:20])([CH3:19])[CH2:15][C:14](=[O:21])[C:13]=4[C:12]([CH3:22])=[N:11]3)[CH:7]=[CH:6][C:3]=2[C:4]#[N:5])[CH2:26]1. The yield is 0.330. (6) The reactants are C(OC(OCC)C(=O)CC1C=CC(CC)=CC=1)C.[CH:19]1[CH:24]=[CH:23][C:22]([CH2:25][C:26]2[NH:35][C:34]([C:36]3[CH:41]=[CH:40][C:39]([OH:42])=[CH:38][CH:37]=3)=[CH:33][N:32]3[C:27]=2[N:28]=[C:29]([CH2:43][C:44]2[CH:49]=[CH:48][C:47]([OH:50])=[CH:46][CH:45]=2)[C:30]3=[O:31])=[CH:21][CH:20]=1.Cl. The catalyst is O1CCOCC1.O. The product is [CH:19]1[CH:24]=[CH:23][C:22]([CH2:25][C:26]2[C:27]3[N:32]([CH:33]=[C:34]([C:36]4[CH:37]=[CH:38][C:39]([OH:42])=[CH:40][CH:41]=4)[N:35]=2)[C:30]([OH:31])=[C:29]([CH2:43][C:44]2[CH:49]=[CH:48][C:47]([OH:50])=[CH:46][CH:45]=2)[N:28]=3)=[CH:21][CH:20]=1. The yield is 0.642. (7) The reactants are [CH2:1]([O:5][C:6]1[CH:11]=[CH:10][CH:9]=[CH:8][C:7]=1I)[CH:2]=[CH:3][CH3:4].C([O-])([O-])=O.[Na+].[Na+].CC([O-])=O.[Na+]. The catalyst is CN(C=O)C.[N+](CCCC)(CCCC)(CCCC)CCCC.[Cl-].CCOC(C)=O.CC([O-])=O.CC([O-])=O.[Pd+2]. The product is [CH2:3]([C:2]1[C:7]2[CH:8]=[CH:9][CH:10]=[CH:11][C:6]=2[O:5][CH:1]=1)[CH3:4]. The yield is 0.430.